This data is from Full USPTO retrosynthesis dataset with 1.9M reactions from patents (1976-2016). The task is: Predict the reactants needed to synthesize the given product. The reactants are: [CH2:1]([O:8][CH2:9][CH2:10][C:11]1[N:16]=[C:15]([NH:17][N:18]=[CH:19][C:20]2[CH:25]=[CH:24][CH:23]=[C:22]([CH3:26])[CH:21]=2)[CH:14]=[C:13]([N:27]2[CH2:32][CH2:31][O:30][CH2:29][CH2:28]2)[N:12]=1)[C:2]1[CH:7]=[CH:6][CH:5]=[CH:4][CH:3]=1.[H][H]. Given the product [CH2:1]([O:8][CH2:9][CH2:10][C:11]1[N:16]=[C:15]([NH:17][NH:18][CH2:19][C:20]2[CH:25]=[CH:24][CH:23]=[C:22]([CH3:26])[CH:21]=2)[CH:14]=[C:13]([N:27]2[CH2:28][CH2:29][O:30][CH2:31][CH2:32]2)[N:12]=1)[C:2]1[CH:3]=[CH:4][CH:5]=[CH:6][CH:7]=1, predict the reactants needed to synthesize it.